This data is from Reaction yield outcomes from USPTO patents with 853,638 reactions. The task is: Predict the reaction yield, written as a fraction of the theoretical maximum amount of product (1.0 means a 100% yield; for example, 0.34 means a 34% yield). The catalyst is C1COCC1. The yield is 0.530. The product is [Cl:1][C:2]1[CH:3]=[C:4]2[C:5]([C:9]([C:11]3[CH:16]=[CH:15][CH:14]=[CH:13][CH:12]=3)=[C:31]([CH2:27][C:28]([O:29][CH2:23][CH3:24])=[O:35])[C:32](=[O:33])[O:17]2)=[CH:6][C:7]=1[CH3:8]. The reactants are [Cl:1][C:2]1[C:7]([CH3:8])=[CH:6][C:5]([C:9]([C:11]2[CH:16]=[CH:15][CH:14]=[CH:13][CH:12]=2)=O)=[C:4]([OH:17])[CH:3]=1.C(N([CH2:23][CH3:24])CC)C.C([CH:27]([CH2:31][C:32](Cl)=[O:33])[C:28](Cl)=[O:29])C.[OH2:35].